This data is from Catalyst prediction with 721,799 reactions and 888 catalyst types from USPTO. The task is: Predict which catalyst facilitates the given reaction. Reactant: [CH:1]1([CH2:7][CH2:8][CH2:9][N:10]2[C:14](=[O:15])[N:13]([C:16]3[CH:21]=[CH:20][C:19]([N+:22]([O-])=O)=[CH:18][CH:17]=3)[N:12]=[N:11]2)[CH2:6][CH2:5][CH2:4][CH2:3][CH2:2]1.C(O)C. Product: [NH2:22][C:19]1[CH:18]=[CH:17][C:16]([N:13]2[C:14](=[O:15])[N:10]([CH2:9][CH2:8][CH2:7][CH:1]3[CH2:6][CH2:5][CH2:4][CH2:3][CH2:2]3)[N:11]=[N:12]2)=[CH:21][CH:20]=1. The catalyst class is: 153.